This data is from Reaction yield outcomes from USPTO patents with 853,638 reactions. The task is: Predict the reaction yield, written as a fraction of the theoretical maximum amount of product (1.0 means a 100% yield; for example, 0.34 means a 34% yield). (1) The reactants are [O:1]1[C:5]2[CH:6]=[CH:7][C:8]([C:10]3([C:13]([NH:15][C:16]4[CH:21]=[C:20]([C:22]5[CH:27]=[CH:26][C:25]([C:28](=[O:32])[N:29]([CH3:31])[CH3:30])=[CH:24][CH:23]=5)[C:19]([C:33](O)=[O:34])=[CH:18][CH:17]=4)=[O:14])[CH2:12][CH2:11]3)=[CH:9][C:4]=2[O:3][CH2:2]1.CN.O1CCCC1.C[CH2:44][N:45](CC)CC. The product is [O:1]1[C:5]2[CH:6]=[CH:7][C:8]([C:10]3([C:13]([NH:15][C:16]4[CH:21]=[C:20]([C:22]5[CH:27]=[CH:26][C:25]([C:28]([N:29]([CH3:30])[CH3:31])=[O:32])=[CH:24][CH:23]=5)[C:19]([C:33]([NH:45][CH3:44])=[O:34])=[CH:18][CH:17]=4)=[O:14])[CH2:11][CH2:12]3)=[CH:9][C:4]=2[O:3][CH2:2]1. The catalyst is CN(C=O)C. The yield is 0.100. (2) The reactants are [CH2:1]([O:3][C:4]([C:6]1[N:7]=[CH:8][O:9][C:10]=1[CH:11]1[CH2:14][CH2:13][CH2:12]1)=[O:5])[CH3:2].Br[C:16]1[CH:17]=[N:18][CH:19]=[C:20]([C:22]([F:25])([F:24])[F:23])[CH:21]=1.C1(C)C=CC=CC=1P(C1C=CC=CC=1C)C1C=CC=CC=1C.C(=O)([O-])[O-].[Cs+].[Cs+]. The catalyst is C(OC(=O)OCC)C.CC([O-])=O.CC([O-])=O.[Pd+2]. The product is [CH2:1]([O:3][C:4]([C:6]1[N:7]=[C:8]([C:16]2[CH:17]=[N:18][CH:19]=[C:20]([C:22]([F:25])([F:24])[F:23])[CH:21]=2)[O:9][C:10]=1[CH:11]1[CH2:14][CH2:13][CH2:12]1)=[O:5])[CH3:2]. The yield is 0.440. (3) The product is [C:14]1([CH:24]2[C:31]3[C:30]4[CH:29]=[CH:28][CH:27]=[CH:26][C:35]=4[CH2:34][CH2:33][C:32]=3[NH:1][C:2]3=[N:3][N:4]=[N:5][N:6]23)[C:23]2[C:18](=[CH:19][CH:20]=[CH:21][CH:22]=2)[CH:17]=[CH:16][CH:15]=1. The reactants are [NH2:1][C:2]1[NH:6][N:5]=[N:4][N:3]=1.C(N(CC)CC)C.[C:14]1([CH:24]=O)[C:23]2[C:18](=[CH:19][CH:20]=[CH:21][CH:22]=2)[CH:17]=[CH:16][CH:15]=1.[CH2:26]1[C:35]2[C:30](=[CH:31][CH:32]=[CH:33][CH:34]=2)[CH2:29][CH2:28][C:27]1=O. The catalyst is C(O)C. The yield is 0.0510. (4) The reactants are [NH2:1][C:2]1[C:3]([F:10])=[CH:4][C:5]([F:9])=[C:6]([OH:8])[CH:7]=1.CC(C)([O-])C.[K+].[Cl:17][C:18]1[CH:19]=[N:20][CH:21]=[C:22](Cl)[CH:23]=1.C(=O)([O-])[O-].[K+].[K+]. The product is [Cl:17][C:18]1[CH:23]=[C:22]([O:8][C:6]2[C:5]([F:9])=[CH:4][C:3]([F:10])=[C:2]([NH2:1])[CH:7]=2)[CH:21]=[N:20][CH:19]=1. The yield is 0.660. The catalyst is CS(C)=O.O. (5) The reactants are [CH3:1][CH:2]([CH3:16])[CH2:3][CH2:4][CH2:5][CH2:6][CH2:7][CH2:8][CH2:9][CH2:10][CH2:11][CH2:12][CH2:13][CH2:14][OH:15]. The catalyst is ClCCl. The product is [CH3:1][CH:2]([CH3:16])[CH2:3][CH2:4][CH2:5][CH2:6][CH2:7][CH2:8][CH2:9][CH2:10][CH2:11][CH2:12][CH2:13][CH:14]=[O:15]. The yield is 0.510. (6) The reactants are C(OC([N:8]1[CH2:12][CH2:11][CH2:10][C@H:9]1[CH2:13][O:14][C:15]1[CH:24]=[CH:23][C:18]([C:19]([O:21][CH3:22])=[O:20])=[CH:17][CH:16]=1)=O)(C)(C)C. The catalyst is C(O)(C(F)(F)F)=O.C(Cl)Cl. The product is [NH:8]1[CH2:12][CH2:11][CH2:10][C@H:9]1[CH2:13][O:14][C:15]1[CH:24]=[CH:23][C:18]([C:19]([O:21][CH3:22])=[O:20])=[CH:17][CH:16]=1. The yield is 0.730. (7) The reactants are [CH2:1](Cl)[C:2]1[CH:7]=[CH:6][CH:5]=[CH:4][CH:3]=1.[Cl:9][CH2:10][C@H:11]([OH:27])[CH2:12][NH:13][C:14]1[CH:19]=[CH:18][C:17]([N:20]2[CH2:25][CH2:24][O:23][CH2:22][C:21]2=[O:26])=[CH:16][CH:15]=1.C(N(C(C)C)CC)(C)C.[I-].[K+].C(N(CC)CC)C. The catalyst is O.CN(C=O)C. The product is [CH2:1]([N:13]([CH2:12][C@@H:11]([OH:27])[CH2:10][Cl:9])[C:14]1[CH:19]=[CH:18][C:17]([N:20]2[CH2:25][CH2:24][O:23][CH2:22][C:21]2=[O:26])=[CH:16][CH:15]=1)[C:2]1[CH:7]=[CH:6][CH:5]=[CH:4][CH:3]=1. The yield is 0.930. (8) The reactants are [NH2:1][C:2]1[CH:11]=[C:10]([O:12][CH3:13])[C:5]([C:6]([O:8]C)=O)=[C:4]([O:14][CH3:15])[C:3]=1[F:16].[OH-].[Na+].CCN(C(C)C)C(C)C.CN(C(ON1N=NC2C=CC=NC1=2)=[N+](C)C)C.F[P-](F)(F)(F)(F)F.[NH:52]1[CH2:57][CH2:56][O:55][CH2:54][CH2:53]1.C(=O)(O)[O-].[Na+].Cl[C:64]1[N:69]=[C:68]([NH:70][CH3:71])[C:67]([C:72]([F:75])([F:74])[F:73])=[CH:66][N:65]=1.C1(C)C=CC(S(O)(=O)=O)=CC=1. The catalyst is C(O)C.O.C(Cl)Cl. The product is [F:16][C:3]1[C:4]([O:14][CH3:15])=[C:5]([C:6]([N:52]2[CH2:57][CH2:56][O:55][CH2:54][CH2:53]2)=[O:8])[C:10]([O:12][CH3:13])=[CH:11][C:2]=1[NH:1][C:64]1[N:69]=[C:68]([NH:70][CH3:71])[C:67]([C:72]([F:75])([F:73])[F:74])=[CH:66][N:65]=1. The yield is 0.0800.